From a dataset of Full USPTO retrosynthesis dataset with 1.9M reactions from patents (1976-2016). Predict the reactants needed to synthesize the given product. Given the product [CH3:18][C:17]1[N:12]2[N:11]=[C:10](/[CH:9]=[CH:8]/[C:4]3[N:5]([CH3:7])[CH:6]=[C:2]([N:24]4[CH2:25][CH2:26][N:22]([CH3:21])[C:23]4=[O:27])[N:3]=3)[N:20]=[C:13]2[C:14]([CH3:19])=[N:15][CH:16]=1, predict the reactants needed to synthesize it. The reactants are: Br[C:2]1[N:3]=[C:4](/[CH:8]=[CH:9]/[C:10]2[N:20]=[C:13]3[C:14]([CH3:19])=[N:15][CH:16]=[C:17]([CH3:18])[N:12]3[N:11]=2)[N:5]([CH3:7])[CH:6]=1.[CH3:21][N:22]1[CH2:26][CH2:25][NH:24][C:23]1=[O:27].